Dataset: Catalyst prediction with 721,799 reactions and 888 catalyst types from USPTO. Task: Predict which catalyst facilitates the given reaction. (1) Product: [Br:1][C:2]1[CH:3]=[C:4]([CH2:10][C@@H:11]([OH:16])[C:12]([O:14][CH3:15])=[O:13])[CH:5]=[C:6]([Br:9])[C:7]=1[O:8][CH2:18][O:19][CH2:20][CH2:21][Si:22]([CH3:25])([CH3:24])[CH3:23]. Reactant: [Br:1][C:2]1[CH:3]=[C:4]([CH2:10][C@@H:11]([OH:16])[C:12]([O:14][CH3:15])=[O:13])[CH:5]=[C:6]([Br:9])[C:7]=1[OH:8].Cl[CH2:18][O:19][CH2:20][CH2:21][Si:22]([CH3:25])([CH3:24])[CH3:23]. The catalyst class is: 10. (2) Reactant: [Si]([C:8]1[S:9][C:10]([C:13]2([OH:31])[CH2:18][CH2:17][N:16]([CH:19]3[CH2:22][CH:21]([NH:23]C(=O)OC(C)(C)C)[CH2:20]3)[CH2:15][CH2:14]2)=[CH:11][N:12]=1)(C(C)(C)C)(C)C. Product: [NH2:23][CH:21]1[CH2:22][CH:19]([N:16]2[CH2:15][CH2:14][C:13]([C:10]3[S:9][CH:8]=[N:12][CH:11]=3)([OH:31])[CH2:18][CH2:17]2)[CH2:20]1. The catalyst class is: 620. (3) Reactant: [CH2:1]([O:8][C@H:9]1[C@@:13]([CH2:16][O:17][C:18]([C:35]2[CH:40]=[CH:39][CH:38]=[CH:37][CH:36]=2)([C:27]2[CH:32]=[CH:31][C:30]([O:33][CH3:34])=[CH:29][CH:28]=2)[C:19]2[CH:24]=[CH:23][C:22]([O:25][CH3:26])=[CH:21][CH:20]=2)([CH2:14][OH:15])[O:12][C@@H:11]([N:41]2[CH:49]=[C:47]([CH3:48])[C:45](=[O:46])[NH:44][C:42]2=[O:43])[C@@H:10]1[OH:50])[C:2]1[CH:7]=[CH:6][CH:5]=[CH:4][CH:3]=1.[C:51]1([CH3:61])[CH:56]=[CH:55][C:54]([S:57](Cl)(=[O:59])=[O:58])=[CH:53][CH:52]=1. Product: [CH2:1]([O:8][C@H:9]1[C@@:13]([CH2:16][O:17][C:18]([C:35]2[CH:36]=[CH:37][CH:38]=[CH:39][CH:40]=2)([C:27]2[CH:32]=[CH:31][C:30]([O:33][CH3:34])=[CH:29][CH:28]=2)[C:19]2[CH:24]=[CH:23][C:22]([O:25][CH3:26])=[CH:21][CH:20]=2)([CH2:14][O:15][S:57]([C:54]2[CH:55]=[CH:56][C:51]([CH3:61])=[CH:52][CH:53]=2)(=[O:59])=[O:58])[O:12][C@@H:11]([N:41]2[CH:49]=[C:47]([CH3:48])[C:45](=[O:46])[NH:44][C:42]2=[O:43])[C@@H:10]1[O:50][S:57]([C:54]1[CH:55]=[CH:56][C:51]([CH3:61])=[CH:52][CH:53]=1)(=[O:59])=[O:58])[C:2]1[CH:3]=[CH:4][CH:5]=[CH:6][CH:7]=1. The catalyst class is: 383. (4) Reactant: CS(O[CH2:6][CH2:7][C:8]1[CH:13]=[N:12][C:11]([N:14]([C:22]([O:24][C:25]([CH3:28])([CH3:27])[CH3:26])=[O:23])C(OC(C)(C)C)=O)=[CH:10][N:9]=1)(=O)=O.[CH3:29][S-:30].[Na+].C(OCC)(=O)C.C(=O)(O)[O-].[Na+]. Product: [CH3:29][S:30][CH2:6][CH2:7][C:8]1[N:9]=[CH:10][C:11]([NH:14][C:22](=[O:23])[O:24][C:25]([CH3:26])([CH3:27])[CH3:28])=[N:12][CH:13]=1. The catalyst class is: 3. (5) Reactant: C([N:4]([C:15](=[O:17])[CH3:16])[C:5]1[NH:6][C:7](=[O:14])[C:8]2[NH:9][CH:10]=[N:11][C:12]=2[N:13]=1)(=O)C.C(O[CH2:22][O:23][CH:24]([CH2:30][O:31][C:32](=[O:34])[CH3:33])[CH2:25][O:26][C:27](=[O:29])[CH3:28])(=O)C.O.C1(C)C=CC(S(O)(=O)=O)=CC=1. Product: [C:15]([NH:4][C:5]1[NH:6][C:7](=[O:14])[C:8]2[N:9]([CH2:22][O:23][CH:24]([CH2:25][O:26][C:27](=[O:29])[CH3:28])[CH2:30][O:31][C:32](=[O:34])[CH3:33])[CH:10]=[N:11][C:12]=2[N:13]=1)(=[O:17])[CH3:16]. The catalyst class is: 405. (6) Reactant: [Br:1][C:2]1[C:3]([CH3:8])=[N:4][S:5][C:6]=1Br.[F:9][C:10]1[C:15]([CH3:16])=[CH:14][C:13]([Sn](CCCC)(CCCC)CCCC)=[CH:12][N:11]=1.CCCCCC.CCOCC. Product: [F:9][C:10]1[C:15]([CH3:16])=[C:14]([C:6]2[S:5][N:4]=[C:3]([CH3:8])[C:2]=2[Br:1])[CH:13]=[CH:12][N:11]=1. The catalyst class is: 109.